Dataset: Catalyst prediction with 721,799 reactions and 888 catalyst types from USPTO. Task: Predict which catalyst facilitates the given reaction. Reactant: [C:1]([O:5][C:6]([N:8]1[CH2:13][CH2:12][NH:11][CH2:10][CH2:9]1)=[O:7])([CH3:4])([CH3:3])[CH3:2].CCN(CC)CC.[F:21][C:22]([F:35])([F:34])[O:23][C:24]1[CH:29]=[CH:28][C:27]([S:30](Cl)(=[O:32])=[O:31])=[CH:26][CH:25]=1. Product: [C:1]([O:5][C:6]([N:8]1[CH2:13][CH2:12][N:11]([S:30]([C:27]2[CH:26]=[CH:25][C:24]([O:23][C:22]([F:21])([F:34])[F:35])=[CH:29][CH:28]=2)(=[O:32])=[O:31])[CH2:10][CH2:9]1)=[O:7])([CH3:4])([CH3:2])[CH3:3]. The catalyst class is: 2.